From a dataset of Forward reaction prediction with 1.9M reactions from USPTO patents (1976-2016). Predict the product of the given reaction. (1) The product is: [CH3:15][O:16][C:17](=[O:20])[CH2:18][N:10]1[CH:11]([CH3:13])[CH2:12][N:7]([C:5]2[S:6][C:2]([Br:1])=[CH:3][N:4]=2)[CH2:8][CH:9]1[CH3:14]. Given the reactants [Br:1][C:2]1[S:6][C:5]([N:7]2[CH2:12][CH:11]([CH3:13])[NH:10][CH:9]([CH3:14])[CH2:8]2)=[N:4][CH:3]=1.[CH3:15][O:16][C:17](=[O:20])[CH2:18]Br.C(=O)([O-])[O-].[K+].[K+].CN(C)C=O, predict the reaction product. (2) The product is: [Br:8][C:6]1[N:7]=[C:2]([NH:23][CH2:22][CH:19]2[CH2:20][CH2:21][O:16][CH2:17][CH2:18]2)[C:3]([NH:9][CH2:10][C:11]([O:13][CH2:14][CH3:15])=[O:12])=[N:4][CH:5]=1. Given the reactants Br[C:2]1[C:3]([NH:9][CH2:10][C:11]([O:13][CH2:14][CH3:15])=[O:12])=[N:4][CH:5]=[C:6]([Br:8])[N:7]=1.[O:16]1[CH2:21][CH2:20][CH:19]([CH2:22][NH2:23])[CH2:18][CH2:17]1.C(N(CC)C(C)C)(C)C.CS(C)=O, predict the reaction product. (3) Given the reactants [C:1]1([S:7][C:8]2[CH:9]=[C:10]([CH:23]=[CH:24][CH:25]=2)[CH2:11][N:12]2C(=O)C3C(=CC=CC=3)C2=O)[CH:6]=[CH:5][CH:4]=[CH:3][CH:2]=1.O.NN.O, predict the reaction product. The product is: [C:1]1([S:7][C:8]2[CH:9]=[C:10]([CH:23]=[CH:24][CH:25]=2)[CH2:11][NH2:12])[CH:6]=[CH:5][CH:4]=[CH:3][CH:2]=1.